Dataset: Peptide-MHC class I binding affinity with 185,985 pairs from IEDB/IMGT. Task: Regression. Given a peptide amino acid sequence and an MHC pseudo amino acid sequence, predict their binding affinity value. This is MHC class I binding data. (1) The peptide sequence is LMAYANQIHH. The MHC is HLA-A33:01 with pseudo-sequence HLA-A33:01. The binding affinity (normalized) is 0. (2) The peptide sequence is RNKLSYRNK. The MHC is HLA-A32:01 with pseudo-sequence HLA-A32:01. The binding affinity (normalized) is 0.0116. (3) The binding affinity (normalized) is 0.0847. The MHC is HLA-A26:01 with pseudo-sequence HLA-A26:01. The peptide sequence is TRAPAPFPL. (4) The peptide sequence is YRHDGGNVL. The MHC is HLA-A01:01 with pseudo-sequence HLA-A01:01. The binding affinity (normalized) is 0.0760. (5) The peptide sequence is YTPLNYSKF. The MHC is HLA-B51:01 with pseudo-sequence HLA-B51:01. The binding affinity (normalized) is 0.0847. (6) The peptide sequence is HVIQNAFRK. The MHC is HLA-A03:01 with pseudo-sequence HLA-A03:01. The binding affinity (normalized) is 0.506.